From a dataset of Reaction yield outcomes from USPTO patents with 853,638 reactions. Predict the reaction yield, written as a fraction of the theoretical maximum amount of product (1.0 means a 100% yield; for example, 0.34 means a 34% yield). The reactants are [Br:1][C:2]1[CH:7]=[CH:6][C:5]([S:8](Cl)(=[O:10])=[O:9])=[CH:4][CH:3]=1.[CH2:12]([NH2:15])[CH2:13][CH3:14]. The catalyst is ClCCl. The product is [Br:1][C:2]1[CH:7]=[CH:6][C:5]([S:8]([NH:15][CH2:12][CH2:13][CH3:14])(=[O:10])=[O:9])=[CH:4][CH:3]=1. The yield is 0.280.